This data is from NCI-60 drug combinations with 297,098 pairs across 59 cell lines. The task is: Regression. Given two drug SMILES strings and cell line genomic features, predict the synergy score measuring deviation from expected non-interaction effect. Drug 1: CC1=C2C(C(=O)C3(C(CC4C(C3C(C(C2(C)C)(CC1OC(=O)C(C(C5=CC=CC=C5)NC(=O)OC(C)(C)C)O)O)OC(=O)C6=CC=CC=C6)(CO4)OC(=O)C)OC)C)OC. Drug 2: CC(C)NC(=O)C1=CC=C(C=C1)CNNC.Cl. Cell line: M14. Synergy scores: CSS=35.2, Synergy_ZIP=1.40, Synergy_Bliss=-2.98, Synergy_Loewe=-42.1, Synergy_HSA=-5.68.